From a dataset of Forward reaction prediction with 1.9M reactions from USPTO patents (1976-2016). Predict the product of the given reaction. (1) Given the reactants [Al+3].[Cl-].[Cl-].[Cl-].ClC1C=C(/C=C/C(OC(C)(C)C)=O)C=CC=1[C:12](=[C:20]1[CH2:25][CH2:24][CH2:23][CH2:22][CH2:21]1)C1C=CC(O)=CC=1.[F:35][C:36]1[CH:37]=[C:38]([CH:50]=[CH:51][C:52]=1[OH:53])[C:39]([C:41]1[CH:49]=[CH:48][C:44]([C:45]([OH:47])=[O:46])=[CH:43][CH:42]=1)=O.[CH3:54][O:55][C:56](=[O:73])[C:57]1[CH:62]=[CH:61][C:60]([C:63](=O)[C:64]2[CH:69]=[CH:68][C:67]([OH:70])=[C:66]([F:71])[CH:65]=2)=[CH:59][CH:58]=1.[C:74]1(=O)[CH2:80][CH2:79][CH2:78][CH2:77][CH2:76][CH2:75]1.C([O-])([O-])=O.[K+].[K+], predict the reaction product. The product is: [C:12]1(=[C:39]([C:38]2[CH:50]=[CH:51][C:52]([OH:53])=[C:36]([F:35])[CH:37]=2)[C:41]2[CH:49]=[CH:48][C:44]([C:45]([OH:47])=[O:46])=[CH:43][CH:42]=2)[CH2:20][CH2:25][CH2:24][CH2:23][CH2:22][CH2:21]1.[CH3:54][O:55][C:56](=[O:73])[C:57]1[CH:62]=[CH:61][C:60]([C:63](=[C:74]2[CH2:80][CH2:79][CH2:78][CH2:77][CH2:76][CH2:75]2)[C:64]2[CH:69]=[CH:68][C:67]([OH:70])=[C:66]([F:71])[CH:65]=2)=[CH:59][CH:58]=1. (2) Given the reactants Br[C:2]1[CH:3]=[C:4]2[C:8](=[CH:9][C:10]=1[F:11])[NH:7][N:6]=[C:5]2[C:12]([OH:14])=[O:13].CC1(C)COB([C:22]2[CH:27]=[CH:26][C:25]([CH:28]3[CH2:33][CH2:32][O:31][CH2:30][CH2:29]3)=[CH:24][CH:23]=2)OC1.C(=O)([O-])[O-].[K+].[K+].Cl, predict the reaction product. The product is: [F:11][C:10]1[CH:9]=[C:8]2[C:4]([C:5]([C:12]([OH:14])=[O:13])=[N:6][NH:7]2)=[CH:3][C:2]=1[C:22]1[CH:23]=[CH:24][C:25]([CH:28]2[CH2:29][CH2:30][O:31][CH2:32][CH2:33]2)=[CH:26][CH:27]=1. (3) Given the reactants [F:1][C:2]1[CH:7]=[C:6]([CH:8]=[O:9])[CH:5]=[C:4]([F:10])[C:3]=1[C:11]1[N:16]=[C:15]([C:17]([O:19][CH3:20])=[O:18])[CH:14]=[CH:13][C:12]=1[F:21].[BH4-].[Na+].O, predict the reaction product. The product is: [F:1][C:2]1[CH:7]=[C:6]([CH2:8][OH:9])[CH:5]=[C:4]([F:10])[C:3]=1[C:11]1[N:16]=[C:15]([C:17]([O:19][CH3:20])=[O:18])[CH:14]=[CH:13][C:12]=1[F:21]. (4) Given the reactants [NH:1]1[C:9]2[C:4](=[CH:5][CH:6]=[CH:7][CH:8]=2)[CH:3]=[C:2]1[C:10](OCC)=[O:11].[H-].[Al+3].[Li+].[H-].[H-].[H-], predict the reaction product. The product is: [NH:1]1[C:9]2[C:4](=[CH:5][CH:6]=[CH:7][CH:8]=2)[CH:3]=[C:2]1[CH2:10][OH:11]. (5) Given the reactants [C:1]([O:4][C:5]1[CH:6]=[C:7]([OH:11])[CH:8]=[CH:9][CH:10]=1)(=[O:3])[CH3:2].C(=O)([O-])[O-].[Ca+2].Br[CH2:18][C:19]([O:21][CH2:22][CH3:23])=[O:20], predict the reaction product. The product is: [C:1]([O:4][C:5]1[CH:6]=[C:7]([CH:8]=[CH:9][CH:10]=1)[O:11][CH2:18][C:19]([O:21][CH2:22][CH3:23])=[O:20])(=[O:3])[CH3:2].